Predict the product of the given reaction. From a dataset of Forward reaction prediction with 1.9M reactions from USPTO patents (1976-2016). (1) Given the reactants [O:1]=[C:2]([NH:34][C:35]1[CH:36]=[CH:37][CH:38]=[C:39]2[C:44]=1[N:43]=[CH:42][CH:41]=[CH:40]2)[CH:3]([C:17]1[CH:22]=[CH:21][C:20]([NH:23]C(=O)OCC2C=CC=CC=2)=[CH:19][CH:18]=1)[C:4](=[O:16])[NH:5][C:6]1[CH:7]=[CH:8][CH:9]=[C:10]2[C:15]=1[N:14]=[CH:13][CH:12]=[CH:11]2.[CH3:45][C:46]1([CH3:53])[O:50][C@@H:49]([CH:51]=O)[CH2:48][O:47]1.C(O[BH-](OC(=O)C)OC(=O)C)(=O)C.[Na+], predict the reaction product. The product is: [CH3:45][C:46]1([CH3:53])[O:50][CH:49]([CH2:51][NH:23][C:20]2[CH:21]=[CH:22][C:17]([CH:3]([C:4]([NH:5][C:6]3[CH:7]=[CH:8][CH:9]=[C:10]4[C:15]=3[N:14]=[CH:13][CH:12]=[CH:11]4)=[O:16])[C:2]([NH:34][C:35]3[CH:36]=[CH:37][CH:38]=[C:39]4[C:44]=3[N:43]=[CH:42][CH:41]=[CH:40]4)=[O:1])=[CH:18][CH:19]=2)[CH2:48][O:47]1. (2) Given the reactants [CH2:1]([O:8][C:9]1[CH:10]=[C:11]2[C:15](=[C:16]([CH3:18])[CH:17]=1)[NH:14][CH:13]=[CH:12]2)[C:2]1[CH:7]=[CH:6][CH:5]=[CH:4][CH:3]=1.[CH3:19][C:20]([O:23][C:24](O[C:24]([O:23][C:20]([CH3:22])([CH3:21])[CH3:19])=[O:25])=[O:25])([CH3:22])[CH3:21], predict the reaction product. The product is: [CH2:1]([O:8][C:9]1[CH:10]=[C:11]2[C:15](=[C:16]([CH3:18])[CH:17]=1)[N:14]([C:24]([O:23][C:20]([CH3:22])([CH3:21])[CH3:19])=[O:25])[CH:13]=[CH:12]2)[C:2]1[CH:3]=[CH:4][CH:5]=[CH:6][CH:7]=1. (3) Given the reactants [C:1]([N:5]([CH3:33])[C:6]([C:8]1[N:9]=[C:10]([C:27]2[CH2:28][CH2:29][NH:30][CH2:31][CH:32]=2)[N:11]2[C:20]3[C:15](=[CH:16][C:17]([O:25][CH3:26])=[C:18]([CH2:21][CH:22]([CH3:24])[CH3:23])[CH:19]=3)[CH2:14][CH2:13][C:12]=12)=[O:7])([CH3:4])([CH3:3])[CH3:2].C=O.[C:36]([BH3-])#N.[Na+], predict the reaction product. The product is: [C:1]([N:5]([CH3:33])[C:6]([C:8]1[N:9]=[C:10]([C:27]2[CH2:28][CH2:29][N:30]([CH3:36])[CH2:31][CH:32]=2)[N:11]2[C:20]3[C:15](=[CH:16][C:17]([O:25][CH3:26])=[C:18]([CH2:21][CH:22]([CH3:24])[CH3:23])[CH:19]=3)[CH2:14][CH2:13][C:12]=12)=[O:7])([CH3:2])([CH3:3])[CH3:4]. (4) Given the reactants [CH2:1]([C:8]1([S:15]([C:18]2[CH:23]=[CH:22][C:21]([O:24][CH3:25])=[CH:20][CH:19]=2)(=[O:17])=[O:16])[S:12][C:11](=[O:13])[NH:10][C:9]1=[O:14])[C:2]1[CH:7]=[CH:6][CH:5]=[CH:4][CH:3]=1.Br[CH2:27][C:28]([O:30]C(C)(C)C)=[O:29].C(=O)([O-])[O-].[K+].[K+], predict the reaction product. The product is: [CH2:1]([C:8]1([S:15]([C:18]2[CH:19]=[CH:20][C:21]([O:24][CH3:25])=[CH:22][CH:23]=2)(=[O:17])=[O:16])[S:12][C:11](=[O:13])[N:10]([CH2:27][C:28]([OH:30])=[O:29])[C:9]1=[O:14])[C:2]1[CH:7]=[CH:6][CH:5]=[CH:4][CH:3]=1. (5) Given the reactants [Na].[S:2]([OH:20])([O:5][N:6]1[C:12](=[O:13])[N:11]2[CH2:14][C@H:7]1[CH:8]=[C:9]([CH2:18][OH:19])[C@H:10]2[C:15](=[O:17])[NH2:16])(=[O:4])=[O:3], predict the reaction product. The product is: [S:2]([OH:20])([O:5][N:6]1[C:12](=[O:13])[N:11]2[CH2:14][C@H:7]1[CH:8]=[C:9]([CH2:18][OH:19])[C@H:10]2[C:15](=[O:17])[NH2:16])(=[O:4])=[O:3]. (6) Given the reactants [CH3:1][CH2:2][C@@:3]1([OH:60])[CH2:21][N:19]2[CH2:20][C@@H:5]([CH2:6][C@:7]([C:56]([O:58][CH3:59])=[O:57])([C:22]3[CH:23]=[C:24]4[C@:32]56[C@@H:36]7[C@:37]([CH2:52][CH3:53])([C@@H:41]([O:48][C:49]([CH3:51])=[O:50])[C@:42]([OH:47])([C:43]([O:45][CH3:46])=[O:44])[C@@H:31]5[N:30]([CH:54]=[O:55])[C:25]4=[CH:26][C:27]=3[O:28][CH3:29])[CH:38]=[CH:39][CH2:40][N:35]7[CH2:34][CH2:33]6)[C:8]3[NH:16][C:15]4[CH:14]=[CH:13][CH:12]=[CH:11][C:10]=4[C:9]=3[CH2:17][CH2:18]2)[CH2:4]1.OS(O)(=O)=O.CC[C@@]1(O)CN2C[C@H](C[C@](C(OC)=O)(C3C=C4[C@]56[C@@H]7[C@](CC)([C@@H](OC(C)=O)[C@](O)(C(OC)=O)[C@@H]5N(C)C4=CC=3OC)C=CCN7CC6)C3NC4C=CC=CC=4C=3CC2)C1.OS(O)(=O)=O, predict the reaction product. The product is: [CH3:1][CH2:2][C@@:3]1([OH:60])[CH2:21][N:19]2[CH2:20][C@@H:5]([CH2:6][C@:7]([C:56]([O:58][CH3:59])=[O:57])([C:22]3[CH:23]=[C:24]4[C@:32]56[C@@H:36]7[C@:37]([CH2:52][CH3:53])([C@@H:41]([O:48][C:49]([CH3:51])=[O:50])[C@:42]([OH:47])([C:43]([O:45][CH3:46])=[O:44])[C@@H:31]5[N:30]([CH:54]=[O:55])[C:25]4=[CH:26][C:27]=3[O:28][CH3:29])[CH:38]=[CH:39][CH2:40][N:35]7[CH2:34][CH2:33]6)[C:8]3[NH:16][C:15]4[CH:14]=[CH:13][CH:12]=[CH:11][C:10]=4[C:9]=3[CH2:17][CH2:18]2)[CH2:4]1.